This data is from Forward reaction prediction with 1.9M reactions from USPTO patents (1976-2016). The task is: Predict the product of the given reaction. Given the reactants Br.[OH:2][C:3]1[CH:4]=[C:5]([CH:9]=[CH:10][C:11]=1[OH:12])[CH2:6][NH:7][CH3:8].[CH2:13]([N:21]=[C:22]=[S:23])[CH2:14][C:15]1[CH:20]=[CH:19][CH:18]=[CH:17][CH:16]=1, predict the reaction product. The product is: [OH:2][C:3]1[CH:4]=[C:5]([CH:9]=[CH:10][C:11]=1[OH:12])[CH2:6][N:7]([CH3:8])[C:22]([NH:21][CH2:13][CH2:14][C:15]1[CH:20]=[CH:19][CH:18]=[CH:17][CH:16]=1)=[S:23].